This data is from Catalyst prediction with 721,799 reactions and 888 catalyst types from USPTO. The task is: Predict which catalyst facilitates the given reaction. (1) Reactant: Cl.C(N=C=N[CH2:7][CH2:8][CH2:9][N:10](C)C)C.[O:13]=[C:14]1[N:19]([C:20]2[CH:25]=[CH:24][C:23]([O:26][CH2:27][C:28]([F:31])([F:30])[F:29])=[CH:22][CH:21]=2)[C:18]([S:32][CH2:33][CH2:34][CH2:35][C:36]([OH:38])=O)=[N:17][C:16]2[CH:39]=[CH:40][NH:41][C:15]1=2.C1(N)CC1.ON1C2C=CC=CC=2N=N1. Product: [CH:9]1([NH:10][C:36](=[O:38])[CH2:35][CH2:34][CH2:33][S:32][C:18]2[N:19]([C:20]3[CH:25]=[CH:24][C:23]([O:26][CH2:27][C:28]([F:31])([F:30])[F:29])=[CH:22][CH:21]=3)[C:14](=[O:13])[C:15]3[NH:41][CH:40]=[CH:39][C:16]=3[N:17]=2)[CH2:7][CH2:8]1. The catalyst class is: 9. (2) Reactant: NC1C=C(N2CCN([C:16](=[O:18])[CH3:17])CC2)C=C(C)C=1N.[NH2:19][C:20]1[C:25]([N+:26]([O-:28])=[O:27])=[CH:24][C:23]([N:29]2[CH2:34][CH2:33][N:32]([C:35](=O)C)CC2)=[CH:22][C:21]=1[CH3:38].CO.[H][H]. Product: [N:29]1([C:23]2[CH:24]=[C:25]([N+:26]([O-:28])=[O:27])[C:20]([NH:19][C:16](=[O:18])[CH3:17])=[C:21]([CH3:38])[CH:22]=2)[CH:34]=[CH:33][N:32]=[CH:35]1. The catalyst class is: 331.